Dataset: NCI-60 drug combinations with 297,098 pairs across 59 cell lines. Task: Regression. Given two drug SMILES strings and cell line genomic features, predict the synergy score measuring deviation from expected non-interaction effect. (1) Drug 1: C1=CN(C(=O)N=C1N)C2C(C(C(O2)CO)O)O.Cl. Drug 2: C1=NC2=C(N=C(N=C2N1C3C(C(C(O3)CO)O)O)F)N. Cell line: NCI-H226. Synergy scores: CSS=12.5, Synergy_ZIP=-3.91, Synergy_Bliss=-2.05, Synergy_Loewe=-7.06, Synergy_HSA=-0.808. (2) Drug 1: CN1C(=O)N2C=NC(=C2N=N1)C(=O)N. Drug 2: CS(=O)(=O)OCCCCOS(=O)(=O)C. Cell line: NCI-H460. Synergy scores: CSS=-1.91, Synergy_ZIP=-3.09, Synergy_Bliss=-2.40, Synergy_Loewe=-13.7, Synergy_HSA=-7.19. (3) Drug 1: C1=CC(=CC=C1CCC2=CNC3=C2C(=O)NC(=N3)N)C(=O)NC(CCC(=O)O)C(=O)O. Drug 2: CC1C(C(CC(O1)OC2CC(CC3=C2C(=C4C(=C3O)C(=O)C5=C(C4=O)C(=CC=C5)OC)O)(C(=O)CO)O)N)O.Cl. Cell line: SW-620. Synergy scores: CSS=46.9, Synergy_ZIP=-5.18, Synergy_Bliss=-10.9, Synergy_Loewe=2.36, Synergy_HSA=-0.472. (4) Synergy scores: CSS=3.73, Synergy_ZIP=-1.71, Synergy_Bliss=-1.96, Synergy_Loewe=-3.15, Synergy_HSA=-2.57. Drug 2: CCC(=C(C1=CC=CC=C1)C2=CC=C(C=C2)OCCN(C)C)C3=CC=CC=C3.C(C(=O)O)C(CC(=O)O)(C(=O)O)O. Drug 1: CS(=O)(=O)C1=CC(=C(C=C1)C(=O)NC2=CC(=C(C=C2)Cl)C3=CC=CC=N3)Cl. Cell line: HOP-92. (5) Drug 1: CC1=CC=C(C=C1)C2=CC(=NN2C3=CC=C(C=C3)S(=O)(=O)N)C(F)(F)F. Drug 2: CC1C(C(CC(O1)OC2CC(CC3=C2C(=C4C(=C3O)C(=O)C5=CC=CC=C5C4=O)O)(C(=O)C)O)N)O. Cell line: HOP-62. Synergy scores: CSS=43.4, Synergy_ZIP=-2.31, Synergy_Bliss=-2.45, Synergy_Loewe=-22.1, Synergy_HSA=-0.504. (6) Drug 1: CC(C1=C(C=CC(=C1Cl)F)Cl)OC2=C(N=CC(=C2)C3=CN(N=C3)C4CCNCC4)N. Drug 2: CN1CCC(CC1)COC2=C(C=C3C(=C2)N=CN=C3NC4=C(C=C(C=C4)Br)F)OC. Cell line: KM12. Synergy scores: CSS=35.3, Synergy_ZIP=6.60, Synergy_Bliss=4.53, Synergy_Loewe=-24.9, Synergy_HSA=2.43. (7) Drug 1: CC1C(C(CC(O1)OC2CC(CC3=C2C(=C4C(=C3O)C(=O)C5=C(C4=O)C(=CC=C5)OC)O)(C(=O)C)O)N)O.Cl. Drug 2: C1=CC=C(C(=C1)C(C2=CC=C(C=C2)Cl)C(Cl)Cl)Cl. Cell line: HCT-15. Synergy scores: CSS=23.6, Synergy_ZIP=1.95, Synergy_Bliss=6.23, Synergy_Loewe=-6.56, Synergy_HSA=5.22. (8) Drug 1: C1CN1P(=S)(N2CC2)N3CC3. Drug 2: CN1C(=O)N2C=NC(=C2N=N1)C(=O)N. Cell line: M14. Synergy scores: CSS=3.11, Synergy_ZIP=1.67, Synergy_Bliss=3.90, Synergy_Loewe=0.236, Synergy_HSA=0.962. (9) Synergy scores: CSS=10.4, Synergy_ZIP=-2.53, Synergy_Bliss=0.687, Synergy_Loewe=-2.13, Synergy_HSA=-0.209. Drug 1: CNC(=O)C1=CC=CC=C1SC2=CC3=C(C=C2)C(=NN3)C=CC4=CC=CC=N4. Cell line: UACC-257. Drug 2: CCC1(C2=C(COC1=O)C(=O)N3CC4=CC5=C(C=CC(=C5CN(C)C)O)N=C4C3=C2)O.Cl. (10) Drug 1: CNC(=O)C1=CC=CC=C1SC2=CC3=C(C=C2)C(=NN3)C=CC4=CC=CC=N4. Drug 2: CC1OCC2C(O1)C(C(C(O2)OC3C4COC(=O)C4C(C5=CC6=C(C=C35)OCO6)C7=CC(=C(C(=C7)OC)O)OC)O)O. Cell line: BT-549. Synergy scores: CSS=33.3, Synergy_ZIP=6.67, Synergy_Bliss=1.59, Synergy_Loewe=-6.03, Synergy_HSA=0.296.